From a dataset of Forward reaction prediction with 1.9M reactions from USPTO patents (1976-2016). Predict the product of the given reaction. (1) Given the reactants C([N:3]([CH2:6]C)CC)C.[CH2:8]([O:10][C:11]([C:13]1(C(O)=O)[CH2:15][CH2:14]1)=[O:12])[CH3:9].C1(P(N=[N+]=[N-])(C2C=CC=CC=2)=[O:26])C=CC=CC=1.[C:36]([OH:40])([CH3:39])([CH3:38])[CH3:37], predict the reaction product. The product is: [CH2:8]([O:10][C:11]([C:13]1([NH:3][C:6]([O:40][C:36]([CH3:39])([CH3:38])[CH3:37])=[O:26])[CH2:14][CH2:15]1)=[O:12])[CH3:9]. (2) Given the reactants [CH:1]1[C:14]2[C:15]3=[C:16]4[C:11](=[CH:12][CH:13]=2)[CH:10]=[CH:9][CH:8]=[C:7]4[CH:6]=[CH:5][C:4]3=[CH:3][CH:2]=1.[NH:17]1[CH:21]=[CH:20][CH:19]=[CH:18]1, predict the reaction product. The product is: [CH:8]1[C:7]2[C:16]3=[C:15]4[C:4](=[CH:5][CH:6]=2)[CH:3]=[CH:2][CH:1]=[C:14]4[CH:13]=[CH:12][C:11]3=[CH:10][CH:9]=1.[NH:17]1[CH:21]=[CH:20][CH:19]=[CH:18]1. (3) Given the reactants Cl[C:2]1[N:7]=[C:6]([NH:8][CH2:9][C:10]([O:12][CH3:13])=[O:11])[C:5]([N+:14]([O-:16])=[O:15])=[CH:4][CH:3]=1.[CH3:17][N:18]1[CH:22]=[CH:21][C:20](B2OC(C)(C)C(C)(C)O2)=[N:19]1.C(=O)([O-])[O-].[Cs+].[Cs+].COCCOC, predict the reaction product. The product is: [CH3:17][N:18]1[CH:22]=[CH:21][C:20]([C:2]2[N:7]=[C:6]([NH:8][CH2:9][C:10]([O:12][CH3:13])=[O:11])[C:5]([N+:14]([O-:16])=[O:15])=[CH:4][CH:3]=2)=[N:19]1.